Dataset: Catalyst prediction with 721,799 reactions and 888 catalyst types from USPTO. Task: Predict which catalyst facilitates the given reaction. (1) The catalyst class is: 484. Product: [CH2:6]([O:5][P:4]([CH:9]=[CH:10][CH:11]1[CH:18]([OH:17])[CH:14]([OH:15])[CH:13]([N:21]2[C:25]3[N:26]=[CH:27][N:28]=[C:29]([NH:30][C:31](=[O:38])[C:32]4[CH:37]=[CH:36][CH:35]=[CH:34][CH:33]=4)[C:24]=3[N:23]=[N:22]2)[O:12]1)(=[O:8])[O:3][CH2:1][CH3:2])[CH3:7]. Reactant: [CH2:1]([O:3][P:4]([CH:9]=[CH:10][CH:11]1[CH:18]2[CH:14]([O:15]C(C)(C)[O:17]2)[CH:13]([N:21]2[C:25]3[N:26]=[CH:27][N:28]=[C:29]([NH:30][C:31](=[O:38])[C:32]4[CH:37]=[CH:36][CH:35]=[CH:34][CH:33]=4)[C:24]=3[N:23]=[N:22]2)[O:12]1)(=[O:8])[O:5][CH2:6][CH3:7])[CH3:2]. (2) Reactant: C([O:3][C:4](=[O:23])[CH2:5][CH2:6][C:7]1[S:15][C:14]2[C:13]([N:16]3[CH2:21][CH2:20][O:19][CH2:18][CH2:17]3)=[N:12][C:11]([Cl:22])=[N:10][C:9]=2[CH:8]=1)C.[OH-].[Na+].Cl. Product: [Cl:22][C:11]1[N:12]=[C:13]([N:16]2[CH2:21][CH2:20][O:19][CH2:18][CH2:17]2)[C:14]2[S:15][C:7]([CH2:6][CH2:5][C:4]([OH:23])=[O:3])=[CH:8][C:9]=2[N:10]=1. The catalyst class is: 5. (3) Reactant: [CH3:1][O:2][C:3](=[O:31])[C:4]1[CH:9]=[C:8]([CH2:10][C@@H:11]([C:20]([O:22][CH2:23][C:24]2[CH:29]=[CH:28][CH:27]=[CH:26][CH:25]=2)=[O:21])[NH:12][C:13]([O:15][C:16]([CH3:19])([CH3:18])[CH3:17])=[O:14])[CH:7]=[CH:6][C:5]=1[OH:30].C([O-])([O-])=O.[K+].[K+].[C:38]([O:41][CH2:42]Br)(=[O:40])[CH3:39]. Product: [CH3:1][O:2][C:3](=[O:31])[C:4]1[CH:9]=[C:8]([CH2:10][C@@H:11]([C:20]([O:22][CH2:23][C:24]2[CH:29]=[CH:28][CH:27]=[CH:26][CH:25]=2)=[O:21])[NH:12][C:13]([O:15][C:16]([CH3:19])([CH3:18])[CH3:17])=[O:14])[CH:7]=[CH:6][C:5]=1[O:30][CH2:39][C:38]([O:41][CH3:42])=[O:40]. The catalyst class is: 692. (4) Reactant: F[C:2]1[CH:7]=[CH:6][C:5]([N+:8]([O-:10])=[O:9])=[CH:4][C:3]=1[F:11].[N:12]1([CH:18]2[CH2:23][CH2:22][NH:21][CH2:20][CH2:19]2)[CH2:17][CH2:16][CH2:15][CH2:14][CH2:13]1. Product: [F:11][C:3]1[CH:4]=[C:5]([N+:8]([O-:10])=[O:9])[CH:6]=[CH:7][C:2]=1[N:21]1[CH2:22][CH2:23][CH:18]([N:12]2[CH2:17][CH2:16][CH2:15][CH2:14][CH2:13]2)[CH2:19][CH2:20]1. The catalyst class is: 1. (5) Reactant: [CH2:1]1[C:9]2[C:4](=[CH:5][C:6]([NH:10][C:11]3[CH:19]=[CH:18][CH:17]=[C:13]([C:14](O)=[O:15])[C:12]=3[C:20]([OH:22])=O)=[CH:7][CH:8]=2)[CH2:3][CH2:2]1.Br.[NH2:24][C@@:25]1([CH3:33])[CH2:30][CH2:29][C:28](=[O:31])[NH:27][C:26]1=[O:32]. Product: [CH2:1]1[C:9]2[C:4](=[CH:5][C:6]([NH:10][C:11]3[CH:19]=[CH:18][CH:17]=[C:13]4[C:12]=3[C:20](=[O:22])[N:24]([C@@:25]3([CH3:33])[CH2:30][CH2:29][C:28](=[O:31])[NH:27][C:26]3=[O:32])[C:14]4=[O:15])=[CH:7][CH:8]=2)[CH2:3][CH2:2]1. The catalyst class is: 17. (6) Reactant: [C:1]([O:5][C:6]([NH:8][C@H:9]1[CH2:14][O:13][C@H:12]([C:15]([OH:17])=O)[CH2:11][CH2:10]1)=[O:7])([CH3:4])([CH3:3])[CH3:2].C[N:19]1CCOCC1.F[P-](F)(F)(F)(F)F.N1(OC(N(C)C)=[N+](C)C)C2N=CC=CC=2N=N1.[Cl-].[NH4+]. Product: [NH2:19][C:15]([C@H:12]1[O:13][CH2:14][C@H:9]([NH:8][C:6](=[O:7])[O:5][C:1]([CH3:4])([CH3:3])[CH3:2])[CH2:10][CH2:11]1)=[O:17]. The catalyst class is: 3. (7) Reactant: [CH2:1]([O:5][C:6]1[C:15]2[C:10](=[CH:11][CH:12]=[C:13]([C:16]3[S:17][CH:18]=[CH:19][CH:20]=3)[CH:14]=2)[C:9](=[O:21])[N:8]([CH2:22][CH:23]([CH3:25])[CH3:24])[C:7]=1[CH2:26][NH:27]C(=O)OC(C)(C)C)[CH2:2][CH2:3][CH3:4].[ClH:35]. Product: [ClH:35].[NH2:27][CH2:26][C:7]1[N:8]([CH2:22][CH:23]([CH3:24])[CH3:25])[C:9](=[O:21])[C:10]2[C:15]([C:6]=1[O:5][CH2:1][CH2:2][CH2:3][CH3:4])=[CH:14][C:13]([C:16]1[S:17][CH:18]=[CH:19][CH:20]=1)=[CH:12][CH:11]=2. The catalyst class is: 13. (8) Reactant: [CH3:1][C:2]1[C:11]2[C:6](=[CH:7][C:8]([C:12]#[N:13])=[CH:9][CH:10]=2)[O:5][C:4](=[O:14])[CH:3]=1.[Li+].C[Si]([N-][Si](C)(C)C)(C)C.[F:25][C:26]1[CH:31]=[CH:30][CH:29]=[CH:28][C:27]=1[N:32]=[C:33]=[O:34]. Product: [C:12]([C:8]1[CH:7]=[C:6]2[C:11]([C:2]([CH2:1][C:33]([NH:32][C:27]3[CH:28]=[CH:29][CH:30]=[CH:31][C:26]=3[F:25])=[O:34])=[CH:3][C:4](=[O:14])[O:5]2)=[CH:10][CH:9]=1)#[N:13]. The catalyst class is: 1.